This data is from Full USPTO retrosynthesis dataset with 1.9M reactions from patents (1976-2016). The task is: Predict the reactants needed to synthesize the given product. (1) Given the product [F:19][C:20]1[CH:25]=[CH:24][C:23]([C:2]2[CH:3]=[N:4][C:5]3[N:6]([CH:8]=[C:9]([CH2:11][O:12][C:13]4[CH:14]=[N:15][CH:16]=[CH:17][CH:18]=4)[N:10]=3)[CH:7]=2)=[CH:22][CH:21]=1, predict the reactants needed to synthesize it. The reactants are: Br[C:2]1[CH:3]=[N:4][C:5]2[N:6]([CH:8]=[C:9]([CH2:11][O:12][C:13]3[CH:14]=[N:15][CH:16]=[CH:17][CH:18]=3)[N:10]=2)[CH:7]=1.[F:19][C:20]1[CH:25]=[CH:24][C:23](B(O)O)=[CH:22][CH:21]=1. (2) Given the product [F:24][C:25]1[CH:30]=[CH:29][C:28]([CH2:31][C:32]([O:1][CH2:2][CH2:3][CH2:4][CH2:5][N:6]2[CH2:7][CH2:8][CH:9]([C:12]3[CH:17]=[CH:16][CH:15]=[C:14]([NH:18][C:19](=[O:23])[CH:20]([CH3:21])[CH3:22])[CH:13]=3)[CH2:10][CH2:11]2)=[O:33])=[CH:27][CH:26]=1, predict the reactants needed to synthesize it. The reactants are: [OH:1][CH2:2][CH2:3][CH2:4][CH2:5][N:6]1[CH2:11][CH2:10][CH:9]([C:12]2[CH:13]=[C:14]([NH:18][C:19](=[O:23])[CH:20]([CH3:22])[CH3:21])[CH:15]=[CH:16][CH:17]=2)[CH2:8][CH2:7]1.[F:24][C:25]1[CH:30]=[CH:29][C:28]([CH2:31][C:32](Cl)=[O:33])=[CH:27][CH:26]=1. (3) Given the product [F:8][C:4]1[C:3]([C:9]([F:12])([F:11])[F:10])=[C:2]([C:22]2[CH:23]=[CH:24][N:19]=[CH:20][CH:21]=2)[CH:7]=[CH:6][CH:5]=1, predict the reactants needed to synthesize it. The reactants are: Br[C:2]1[CH:7]=[CH:6][CH:5]=[C:4]([F:8])[C:3]=1[C:9]([F:12])([F:11])[F:10].C(=O)([O-])[O-].[Cs+].[Cs+].[N:19]1[CH:24]=[CH:23][C:22](B(O)O)=[CH:21][CH:20]=1.[Cl-].[NH4+]. (4) Given the product [NH2:6][C:5]1[CH:7]=[C:8]([C:9]([F:12])([F:11])[F:10])[C:2]([C:22]2[CH2:27][CH2:26][N:25]([C:28]([O:30][C:31]([CH3:34])([CH3:33])[CH3:32])=[O:29])[CH2:24][CH:23]=2)=[C:3]([Cl:13])[CH:4]=1, predict the reactants needed to synthesize it. The reactants are: Br[C:2]1[C:8]([C:9]([F:12])([F:11])[F:10])=[CH:7][C:5]([NH2:6])=[CH:4][C:3]=1[Cl:13].CC1(C)C(C)(C)OB([C:22]2[CH2:27][CH2:26][N:25]([C:28]([O:30][C:31]([CH3:34])([CH3:33])[CH3:32])=[O:29])[CH2:24][CH:23]=2)O1.C(=O)([O-])[O-].[K+].[K+].CN(C=O)C. (5) The reactants are: [OH:1][CH:2]1[C:30]2[C:25](=[CH:26][CH:27]=[CH:28][CH:29]=2)[O:24][C:4]2([CH2:9][CH2:8][N:7]([C:10]([C:12]3[CH:17]=[CH:16][C:15]([O:18][CH:19]([CH3:21])[CH3:20])=[C:14]([O:22][CH3:23])[CH:13]=3)=[O:11])[CH2:6][CH2:5]2)[CH2:3]1. Given the product [C:4]([O:1][CH:2]1[C:30]2[C:25](=[CH:26][CH:27]=[CH:28][CH:29]=2)[O:24][C:4]2([CH2:5][CH2:6][N:7]([C:10]([C:12]3[CH:17]=[CH:16][C:15]([O:18][CH:19]([CH3:20])[CH3:21])=[C:14]([O:22][CH3:23])[CH:13]=3)=[O:11])[CH2:8][CH2:9]2)[CH2:3]1)([CH3:9])([CH3:5])[CH3:3], predict the reactants needed to synthesize it.